Task: Regression. Given a peptide amino acid sequence and an MHC pseudo amino acid sequence, predict their binding affinity value. This is MHC class II binding data.. Dataset: Peptide-MHC class II binding affinity with 134,281 pairs from IEDB (1) The peptide sequence is PCYFIDPMHPVTT. The MHC is DRB1_0404 with pseudo-sequence DRB1_0404. The binding affinity (normalized) is 0.338. (2) The peptide sequence is GGNFAGGGFGMLLRK. The MHC is DRB1_0701 with pseudo-sequence DRB1_0701. The binding affinity (normalized) is 0.0686. (3) The peptide sequence is HVQDCDESVLTRLEA. The MHC is DRB1_1101 with pseudo-sequence DRB1_1101. The binding affinity (normalized) is 0.222. (4) The peptide sequence is LDKRQFELYKRTDIV. The MHC is DRB1_0801 with pseudo-sequence DRB1_0801. The binding affinity (normalized) is 0.554. (5) The peptide sequence is AQIYQAVSAQAAAIH. The binding affinity (normalized) is 0.457. The MHC is HLA-DQA10501-DQB10201 with pseudo-sequence HLA-DQA10501-DQB10201. (6) The binding affinity (normalized) is 0.880. The MHC is HLA-DPA10201-DPB10101 with pseudo-sequence HLA-DPA10201-DPB10101. The peptide sequence is APEVKYTVFETALEK.